This data is from Forward reaction prediction with 1.9M reactions from USPTO patents (1976-2016). The task is: Predict the product of the given reaction. (1) Given the reactants [Br:1][C:2]1[CH:3]=[C:4]2[CH2:12][CH2:11][C:10]3[CH:13]=[C:14]([Cl:17])[CH:15]=[CH:16][C:9]=3[CH:8]([N:18]3[CH2:23][CH2:22][N:21]([C:24](=[O:32])[CH2:25][CH:26]4[CH2:31][CH2:30][NH:29][CH2:28][CH2:27]4)[CH2:20][CH2:19]3)[C:5]2=[N:6][CH:7]=1.[C:33]([N:37]=[C:38]=[O:39])([CH3:36])([CH3:35])[CH3:34], predict the reaction product. The product is: [Br:1][C:2]1[CH:3]=[C:4]2[CH2:12][CH2:11][C:10]3[CH:13]=[C:14]([Cl:17])[CH:15]=[CH:16][C:9]=3[CH:8]([N:18]3[CH2:19][CH2:20][N:21]([C:24](=[O:32])[CH2:25][CH:26]4[CH2:31][CH2:30][N:29]([C:38]([NH:37][C:33]([CH3:36])([CH3:35])[CH3:34])=[O:39])[CH2:28][CH2:27]4)[CH2:22][CH2:23]3)[C:5]2=[N:6][CH:7]=1. (2) Given the reactants Cl.[Cl:2][C:3]1[C:4]([C:51]([F:54])([F:53])[F:52])=[CH:5][C:6]2[N:10]=[C:9]([CH2:11][CH:12]3[CH2:15][CH:14]([CH2:16][N:17]([CH2:21][C@@H:22]4[C@H:26]5[O:27]C(C)(C)[O:29][C@H:25]5[C@H:24]([N:32]5[C:36]6[N:37]=[CH:38][N:39]=[C:40]([NH2:41])[C:35]=6[CH:34]=[CH:33]5)[CH2:23]4)[CH:18]([CH3:20])[CH3:19])[CH2:13]3)[N:8](COCC[Si](C)(C)C)[C:7]=2[CH:50]=1, predict the reaction product. The product is: [NH2:41][C:40]1[C:35]2[CH:34]=[CH:33][N:32]([C@@H:24]3[CH2:23][C@H:22]([CH2:21][N:17]([CH2:16][CH:14]4[CH2:15][CH:12]([CH2:11][C:9]5[NH:8][C:7]6[CH:50]=[C:3]([Cl:2])[C:4]([C:51]([F:53])([F:52])[F:54])=[CH:5][C:6]=6[N:10]=5)[CH2:13]4)[CH:18]([CH3:20])[CH3:19])[C@@H:26]([OH:27])[C@H:25]3[OH:29])[C:36]=2[N:37]=[CH:38][N:39]=1. (3) Given the reactants [N:1]([CH2:4][C:5]([OH:7])=O)=[N+:2]=[N-:3].[C:8]([O:12][C@H:13]1[CH2:17][NH:16][C@H:15]([C:18]([NH:20][CH2:21][C:22]2[CH:27]=[CH:26][C:25]([Cl:28])=[CH:24][CH:23]=2)=[O:19])[CH2:14]1)([CH3:11])([CH3:10])[CH3:9].CCN(C(C)C)C(C)C.C1C=CC2N(O)N=NC=2C=1.C(Cl)CCl, predict the reaction product. The product is: [N:1]([CH2:4][C:5]([N:16]1[CH2:17][C@H:13]([O:12][C:8]([CH3:11])([CH3:9])[CH3:10])[CH2:14][C@H:15]1[C:18]([NH:20][CH2:21][C:22]1[CH:23]=[CH:24][C:25]([Cl:28])=[CH:26][CH:27]=1)=[O:19])=[O:7])=[N+:2]=[N-:3]. (4) Given the reactants [H-].[Al+3].[Li+].[H-].[H-].[H-].[C:7]([N:26]1[CH2:28][CH:27]1[C:29](OC)=[O:30])([C:20]1[CH:25]=[CH:24][CH:23]=[CH:22][CH:21]=1)([C:14]1[CH:19]=[CH:18][CH:17]=[CH:16][CH:15]=1)[C:8]1[CH:13]=[CH:12][CH:11]=[CH:10][CH:9]=1.O.[OH-].[Na+], predict the reaction product. The product is: [C:7]([N:26]1[CH2:28][CH:27]1[CH2:29][OH:30])([C:14]1[CH:15]=[CH:16][CH:17]=[CH:18][CH:19]=1)([C:20]1[CH:25]=[CH:24][CH:23]=[CH:22][CH:21]=1)[C:8]1[CH:9]=[CH:10][CH:11]=[CH:12][CH:13]=1.